Dataset: Full USPTO retrosynthesis dataset with 1.9M reactions from patents (1976-2016). Task: Predict the reactants needed to synthesize the given product. Given the product [CH3:37][O:38][C:39]([C:14]1[N:13]=[C:12]2[C:17]([N:18]=[CH:19][N:11]2[C@@H:9]2[CH2:10][C@H:6]([O:5][C:4]([O:3][CH2:1][CH3:2])=[O:36])[CH:7]=[CH:8]2)=[C:16]([NH:20][CH2:21][CH:22]([C:29]2[CH:34]=[CH:33][CH:32]=[CH:31][CH:30]=2)[C:23]2[CH:28]=[CH:27][CH:26]=[CH:25][CH:24]=2)[N:15]=1)=[O:40], predict the reactants needed to synthesize it. The reactants are: [CH2:1]([O:3][C:4](=[O:36])[O:5][C@H:6]1[CH2:10][C@@H:9]([N:11]2[CH:19]=[N:18][C:17]3[C:12]2=[N:13][C:14](Cl)=[N:15][C:16]=3[NH:20][CH2:21][CH:22]([C:29]2[CH:34]=[CH:33][CH:32]=[CH:31][CH:30]=2)[C:23]2[CH:28]=[CH:27][CH:26]=[CH:25][CH:24]=2)[CH:8]=[CH:7]1)[CH3:2].[CH3:37][O:38][C:39](C1N=C2C(N=CN2[C@@H]2C[C@H](O)C=C2)=C(NCC(C2C=CC=CC=2)C2C=CC=CC=2)N=1)=[O:40].